From a dataset of Forward reaction prediction with 1.9M reactions from USPTO patents (1976-2016). Predict the product of the given reaction. (1) Given the reactants Cl.[NH:2]([C:4]1[CH:9]=[CH:8][C:7]([S:10]([CH3:13])(=[O:12])=[O:11])=[CH:6][N:5]=1)[NH2:3].C(O)(C(F)(F)F)=O.[F:21][C:22]([F:35])([F:34])[C:23](=O)[CH2:24][C:25]([CH:27]1[CH2:32][CH2:31][CH2:30][CH2:29][CH2:28]1)=O, predict the reaction product. The product is: [CH2:4]([NH:5][CH2:6][CH3:7])[CH3:9].[CH:27]1([C:25]2[N:2]([C:4]3[CH:9]=[CH:8][C:7]([S:10]([CH3:13])(=[O:11])=[O:12])=[CH:6][N:5]=3)[N:3]=[C:23]([C:22]([F:21])([F:34])[F:35])[CH:24]=2)[CH2:32][CH2:31][CH2:30][CH2:29][CH2:28]1. (2) Given the reactants [CH3:1][C@@:2]1([C:8]2[CH:17]=[CH:16][C:15]3[C:10](=[CH:11][CH:12]=[C:13]([O:18][CH:19]4[CH2:24][CH2:23][CH:22]([CH2:25][CH2:26][CH3:27])[CH2:21][CH2:20]4)[CH:14]=3)[CH:9]=2)[CH2:6][O:5]C(=O)[NH:3]1.C(O)C.O.[OH-].[Li+], predict the reaction product. The product is: [NH2:3][C@@:2]([C:8]1[CH:17]=[CH:16][C:15]2[C:10](=[CH:11][CH:12]=[C:13]([O:18][CH:19]3[CH2:20][CH2:21][CH:22]([CH2:25][CH2:26][CH3:27])[CH2:23][CH2:24]3)[CH:14]=2)[CH:9]=1)([CH3:1])[CH2:6][OH:5]. (3) Given the reactants [C:1]([CH2:3][P:4](=[O:11])([O:8][CH2:9][CH3:10])[O:5][CH2:6][CH3:7])#[N:2].[H-].[Na+].Br[CH2:15][C:16]1[CH:43]=[CH:42][C:19]([C:20]([NH:22][C:23]2[CH:28]=[C:27]([C:29]3[S:30][CH:31]=[CH:32][CH:33]=3)[CH:26]=[CH:25][C:24]=2[NH:34][C:35](=[O:41])[O:36][C:37]([CH3:40])([CH3:39])[CH3:38])=[O:21])=[CH:18][CH:17]=1, predict the reaction product. The product is: [C:37]([O:36][C:35]([NH:34][C:24]1[CH:25]=[CH:26][C:27]([C:29]2[S:30][CH:31]=[CH:32][CH:33]=2)=[CH:28][C:23]=1[NH:22][C:20]([C:19]1[CH:42]=[CH:43][C:16]([CH2:15][CH:3]([P:4](=[O:11])([O:8][CH2:9][CH3:10])[O:5][CH2:6][CH3:7])[C:1]#[N:2])=[CH:17][CH:18]=1)=[O:21])=[O:41])([CH3:40])([CH3:39])[CH3:38]. (4) Given the reactants Br[C:2]1[S:6][C:5]([C:7]2[CH:12]=[CH:11][C:10]([O:13][CH:14]([CH3:16])[CH3:15])=[C:9]([Cl:17])[CH:8]=2)=[N:4][CH:3]=1.[CH2:18]([C:20]1[C:25](/[CH:26]=[CH:27]/[O:28][CH3:29])=[CH:24][CH:23]=[CH:22][C:21]=1B1OC(C)(C)C(C)(C)O1)[CH3:19].P([O-])([O-])([O-])=O.[K+].[K+].[K+], predict the reaction product. The product is: [Cl:17][C:9]1[CH:8]=[C:7]([C:5]2[S:6][C:2]([C:21]3[CH:22]=[CH:23][CH:24]=[C:25](/[CH:26]=[CH:27]/[O:28][CH3:29])[C:20]=3[CH2:18][CH3:19])=[CH:3][N:4]=2)[CH:12]=[CH:11][C:10]=1[O:13][CH:14]([CH3:16])[CH3:15].